Dataset: Forward reaction prediction with 1.9M reactions from USPTO patents (1976-2016). Task: Predict the product of the given reaction. Given the reactants [NH2:1][C:2]1[CH:13]=[CH:12][C:5]2[C:6](=O)[NH:7][S:8](=[O:10])(=[O:9])[C:4]=2[CH:3]=1.C([O-])(O)=O.[Na+].CCOC(C)=O, predict the reaction product. The product is: [O:9]=[S:8]1(=[O:10])[C:4]2[CH:3]=[C:2]([NH2:1])[CH:13]=[CH:12][C:5]=2[CH2:6][NH:7]1.